Dataset: Catalyst prediction with 721,799 reactions and 888 catalyst types from USPTO. Task: Predict which catalyst facilitates the given reaction. (1) Reactant: [F:1][C:2]1[CH:7]=[CH:6][C:5]([C:8]2[C:17]([N:18]3[CH2:23][CH2:22][CH2:21][CH2:20][C@@H:19]3[C:24]([F:27])([F:26])[F:25])=[N:16][C:15]3[C:10](=[CH:11][CH:12]=[C:13]([C:28]([O:30]C)=[O:29])[CH:14]=3)[N:9]=2)=[CH:4][CH:3]=1.[OH-].[Na+]. Product: [F:1][C:2]1[CH:7]=[CH:6][C:5]([C:8]2[C:17]([N:18]3[CH2:23][CH2:22][CH2:21][CH2:20][C@@H:19]3[C:24]([F:27])([F:26])[F:25])=[N:16][C:15]3[C:10](=[CH:11][CH:12]=[C:13]([C:28]([OH:30])=[O:29])[CH:14]=3)[N:9]=2)=[CH:4][CH:3]=1. The catalyst class is: 24. (2) Reactant: [F:1][C:2]([F:21])([F:20])[S:3](N(C1C=CC=CC=1)[S:3]([C:2]([F:21])([F:20])[F:1])(=[O:5])=[O:4])(=[O:5])=[O:4].CCN(C(C)C)C(C)C.[OH:31][C:32]1[CH:33]=[C:34]([CH:49]=[CH:50][CH:51]=1)[CH2:35][C:36]1[C:41](=[O:42])[CH:40]=[CH:39][N:38]([C:43]2[CH:48]=[CH:47][CH:46]=[CH:45][CH:44]=2)[N:37]=1. Product: [F:1][C:2]([F:21])([F:20])[S:3]([O:31][C:32]1[CH:51]=[CH:50][CH:49]=[C:34]([CH2:35][C:36]2[C:41](=[O:42])[CH:40]=[CH:39][N:38]([C:43]3[CH:48]=[CH:47][CH:46]=[CH:45][CH:44]=3)[N:37]=2)[CH:33]=1)(=[O:5])=[O:4]. The catalyst class is: 20. (3) Reactant: [Cl:1][C:2]1[CH:7]=[CH:6][C:5]([NH:8]C(=O)OC(C)(C)C)=[C:4]([CH:16]([C:18]2[CH:23]=[CH:22][CH:21]=[C:20]([Cl:24])[C:19]=2[Cl:25])[OH:17])[CH:3]=1.Cl.O1CCOCC1. Product: [NH2:8][C:5]1[CH:6]=[CH:7][C:2]([Cl:1])=[CH:3][C:4]=1[CH:16]([C:18]1[CH:23]=[CH:22][CH:21]=[C:20]([Cl:24])[C:19]=1[Cl:25])[OH:17]. The catalyst class is: 4. (4) Reactant: Cl[C:2]1[C:11]2[C:6](=[CH:7][C:8]([C:12]([F:15])([F:14])[F:13])=[CH:9][CH:10]=2)[N:5]=[CH:4][CH:3]=1.[NH2:16][C@H:17]1[CH2:22][CH2:21][C@H:20]([NH2:23])[CH2:19][CH2:18]1.[OH-].[Na+]. Product: [F:13][C:12]([F:15])([F:14])[C:8]1[CH:7]=[C:6]2[C:11]([C:2]([NH:16][C@H:17]3[CH2:22][CH2:21][C@H:20]([NH2:23])[CH2:19][CH2:18]3)=[CH:3][CH:4]=[N:5]2)=[CH:10][CH:9]=1. The catalyst class is: 2. (5) Product: [F:10][C:9]1[CH:8]=[CH:7][C:4]([CH:5]=[O:6])=[CH:3][C:2]=1[C:11]#[N:12]. The catalyst class is: 37. Reactant: Br[C:2]1[CH:3]=[C:4]([CH:7]=[CH:8][C:9]=1[F:10])[CH:5]=[O:6].[C:11]([Cu])#[N:12]. (6) Reactant: [Br:1][C:2]1[CH:7]=[C:6]([O:8][CH3:9])[CH:5]=[CH:4][C:3]=1[O:10][CH2:11][CH:12](OCC)OCC.O.[OH-].[Na+]. Product: [Br:1][C:2]1[C:3]2[O:10][CH:11]=[CH:12][C:4]=2[CH:5]=[C:6]([O:8][CH3:9])[CH:7]=1. The catalyst class is: 260. (7) Reactant: CS(O[CH2:6][CH2:7][C:8]1[CH:13]=[CH:12][CH:11]=[CH:10][C:9]=1[CH2:14][CH2:15]OS(C)(=O)=O)(=O)=O.C(#[N:23])C.[OH-].[NH4+].Cl. Product: [CH2:7]1[C:8]2[CH:13]=[CH:12][CH:11]=[CH:10][C:9]=2[CH2:14][CH2:15][NH:23][CH2:6]1. The catalyst class is: 6.